From a dataset of Full USPTO retrosynthesis dataset with 1.9M reactions from patents (1976-2016). Predict the reactants needed to synthesize the given product. (1) Given the product [Cl:1][C:2]1[CH:7]=[C:6]([Cl:8])[CH:5]=[CH:4][C:3]=1[C:9]1[C:17]2[C:13](=[C:14]([CH2:19][C:20]3[NH:35][CH:23]=[N:22][CH:21]=3)[N:15]([CH3:18])[N:16]=2)[CH:12]=[CH:11][CH:10]=1, predict the reactants needed to synthesize it. The reactants are: [Cl:1][C:2]1[CH:7]=[C:6]([Cl:8])[CH:5]=[CH:4][C:3]=1[C:9]1[C:17]2[C:13](=[C:14]([CH2:19][CH:20]3O[CH:23]=[N:22][CH:21]3S(C3C=CC(C)=CC=3)(=O)=O)[N:15]([CH3:18])[N:16]=2)[CH:12]=[CH:11][CH:10]=1.[NH3:35]. (2) The reactants are: [CH3:1][N:2]([CH2:13][C:14]1[N:18]([CH2:19][C@H:20]2[CH2:25][CH2:24][CH2:23][N:22](/[C:26](/[NH:35]C(=O)OC(C)(C)C)=[N:27]/C(=O)OC(C)(C)C)[CH2:21]2)[C:17]2[CH:43]=[CH:44][CH:45]=[CH:46][C:16]=2[N:15]=1)[C@H:3]1[C:12]2[N:11]=[CH:10][CH:9]=[CH:8][C:7]=2[CH2:6][CH2:5][CH2:4]1.N1CC(CN2C3C=CC=CC=3N=C2CN(C)C2C3N=CC=CC=3CCC2)C1. Given the product [CH3:1][N:2]([CH2:13][C:14]1[N:18]([CH2:19][C@H:20]2[CH2:25][CH2:24][CH2:23][N:22]([C:26](=[NH:27])[NH2:35])[CH2:21]2)[C:17]2[CH:43]=[CH:44][CH:45]=[CH:46][C:16]=2[N:15]=1)[C@H:3]1[C:12]2[N:11]=[CH:10][CH:9]=[CH:8][C:7]=2[CH2:6][CH2:5][CH2:4]1, predict the reactants needed to synthesize it. (3) Given the product [CH2:7]([O:9][C:10](=[O:18])[C:11]1[CH:16]=[CH:15][C:14](/[CH:10]=[CH:11]\[CH2:12][CH2:13][CH2:14][CH2:15][CH3:16])=[CH:13][CH:12]=1)[CH3:8], predict the reactants needed to synthesize it. The reactants are: O([Si](C)(C)C)[K].[CH2:7]([O:9][C:10](=[O:18])[C:11]1[CH:16]=[CH:15][C:14](I)=[CH:13][CH:12]=1)[CH3:8].